From a dataset of Full USPTO retrosynthesis dataset with 1.9M reactions from patents (1976-2016). Predict the reactants needed to synthesize the given product. Given the product [CH2:12]([O:10][C:8]1[CH:9]=[C:2]([CH3:1])[C:3]([CH:4]=[O:5])=[C:6]([CH3:11])[CH:7]=1)[C:13]1[CH:18]=[CH:17][CH:16]=[CH:15][CH:14]=1, predict the reactants needed to synthesize it. The reactants are: [CH3:1][C:2]1[CH:9]=[C:8]([OH:10])[CH:7]=[C:6]([CH3:11])[C:3]=1[CH:4]=[O:5].[CH2:12](Br)[C:13]1[CH:18]=[CH:17][CH:16]=[CH:15][CH:14]=1.C(=O)([O-])[O-].[K+].[K+].